From a dataset of Full USPTO retrosynthesis dataset with 1.9M reactions from patents (1976-2016). Predict the reactants needed to synthesize the given product. (1) Given the product [Br:3][C:4]1[CH:16]=[CH:15][C:14]2[C:13]3[C:8](=[CH:9][C:10]([Br:17])=[CH:11][CH:12]=3)[C:7](=[C:18]([S:20][CH2:15][CH2:16][CH2:4][CH2:5][CH2:6][CH3:14])[S:19][CH2:22][CH2:23][CH2:24][CH2:25][CH2:26][CH3:27])[C:6]=2[CH:5]=1, predict the reactants needed to synthesize it. The reactants are: [H-].[Na+].[Br:3][C:4]1[CH:16]=[CH:15][C:14]2[C:13]3[C:8](=[CH:9][C:10]([Br:17])=[CH:11][CH:12]=3)[CH2:7][C:6]=2[CH:5]=1.[C:18](=[S:20])=[S:19].Br[CH2:22][CH2:23][CH2:24][CH2:25][CH2:26][CH3:27]. (2) The reactants are: [Br:1][CH2:2][C:3](=[CH2:29])[C@H:4]([O:21][Si:22]([C:25]([CH3:28])([CH3:27])[CH3:26])([CH3:24])[CH3:23])[CH2:5][C:6]12[CH2:14][CH2:13][CH2:12][CH:11]([CH:15]=O)[CH:10]1[C:9]1([O:20][CH2:19][CH2:18][O:17]1)[CH2:8][CH2:7]2.[NH2:30][C@H](C([O-])=O)CO.[Na+].C(OCC)(=O)C. Given the product [Br:1][CH2:2][C:3](=[CH2:29])[C@H:4]([O:21][Si:22]([C:25]([CH3:28])([CH3:27])[CH3:26])([CH3:24])[CH3:23])[CH2:5][C@@:6]12[CH2:14][CH2:13][CH2:12][C@@H:11]([C:15]#[N:30])[C@@H:10]1[C:9]1([O:20][CH2:19][CH2:18][O:17]1)[CH2:8][CH2:7]2, predict the reactants needed to synthesize it. (3) Given the product [P:23]([OH:27])([OH:26])([OH:25])=[O:24].[CH:1]1([CH2:6][NH:21][NH2:22])[CH2:5][CH2:4][CH2:3][CH2:2]1, predict the reactants needed to synthesize it. The reactants are: [CH:1]1([CH2:6]O)[CH2:5][CH2:4][CH2:3][CH2:2]1.C(N(CC)CC)C.CS(Cl)(=O)=O.O.[NH2:21][NH2:22].[P:23](=[O:27])([OH:26])([OH:25])[OH:24]. (4) Given the product [Cl:1][C:2]1[CH:3]=[C:4]2[C:9](=[C:10]([F:12])[CH:11]=1)[N:8]=[C:7]([O:13][S:26]([C:25]([F:44])([F:43])[F:24])(=[O:28])=[O:27])[C:6]([C:14]#[N:15])=[C:5]2[C:16]1[CH:21]=[CH:20][CH:19]=[CH:18][CH:17]=1, predict the reactants needed to synthesize it. The reactants are: [Cl:1][C:2]1[CH:3]=[C:4]2[C:9](=[C:10]([F:12])[CH:11]=1)[NH:8][C:7](=[O:13])[C:6]([C:14]#[N:15])=[C:5]2[C:16]1[CH:21]=[CH:20][CH:19]=[CH:18][CH:17]=1.[H-].[Na+].[F:24][C:25]([F:44])([F:43])[S:26](N(C1C=CC=CC=1)[S:26]([C:25]([F:44])([F:43])[F:24])(=[O:28])=[O:27])(=[O:28])=[O:27].[NH4+].[Cl-]. (5) Given the product [CH3:1][C:2]1[CH:3]=[C:4](/[CH:5]=[C:18](\[C:14]2[CH:15]=[CH:16][CH:17]=[C:12]([F:11])[CH:13]=2)/[C:19]#[N:20])[CH:7]=[CH:8][C:9]=1[CH3:10], predict the reactants needed to synthesize it. The reactants are: [CH3:1][C:2]1[CH:3]=[C:4]([CH:7]=[CH:8][C:9]=1[CH3:10])[CH:5]=O.[F:11][C:12]1[CH:13]=[C:14]([CH2:18][C:19]#[N:20])[CH:15]=[CH:16][CH:17]=1.C[O-].[Na+].